Dataset: Full USPTO retrosynthesis dataset with 1.9M reactions from patents (1976-2016). Task: Predict the reactants needed to synthesize the given product. (1) Given the product [C:1]([O:5][C:6]([N:8]1[CH2:13][CH2:12][CH:11]([C:14]2[O:23][C:17]3=[CH:18][N:19]=[C:20]([C:26]4[CH:27]=[CH:28][C:29]([S:31]([CH3:34])(=[O:33])=[O:32])=[CH:30][C:25]=4[F:24])[CH:21]=[C:16]3[CH:15]=2)[CH2:10][CH2:9]1)=[O:7])([CH3:4])([CH3:3])[CH3:2], predict the reactants needed to synthesize it. The reactants are: [C:1]([O:5][C:6]([N:8]1[CH2:13][CH2:12][CH:11]([C:14]2[O:23][C:17]3=[CH:18][N:19]=[C:20](Cl)[CH:21]=[C:16]3[CH:15]=2)[CH2:10][CH2:9]1)=[O:7])([CH3:4])([CH3:3])[CH3:2].[F:24][C:25]1[CH:30]=[C:29]([S:31]([CH3:34])(=[O:33])=[O:32])[CH:28]=[CH:27][C:26]=1B(O)O.C([O-])([O-])=O.[Na+].[Na+].CO. (2) Given the product [N:13]1[C:22]2[C:17](=[CH:18][C:19]([CH:23]([CH3:1])[C:24]([O:26][CH3:27])=[O:25])=[CH:20][CH:21]=2)[CH:16]=[CH:15][CH:14]=1, predict the reactants needed to synthesize it. The reactants are: [CH:1](NC(C)C)(C)C.[Li]CCCC.[N:13]1[C:22]2[C:17](=[CH:18][C:19]([CH2:23][C:24]([O:26][CH3:27])=[O:25])=[CH:20][CH:21]=2)[CH:16]=[CH:15][CH:14]=1.CI. (3) Given the product [CH3:9][O:10][C:11]1[CH:12]=[C:13]2[C:18](=[CH:19][C:20]=1[O:21][CH3:22])[N:17]=[CH:16][CH:15]=[C:14]2[O:23][C:24]1[CH:25]=[CH:26][C:27]([NH:30][CH2:31][C:32]2[CH:37]=[CH:36][CH:35]=[CH:34][C:33]=2[N+:38]([O-:40])=[O:39])=[CH:28][CH:29]=1, predict the reactants needed to synthesize it. The reactants are: O1CCCC1.C(O)C.[CH3:9][O:10][C:11]1[CH:12]=[C:13]2[C:18](=[CH:19][C:20]=1[O:21][CH3:22])[N:17]=[CH:16][CH:15]=[C:14]2[O:23][C:24]1[CH:29]=[CH:28][C:27](=[N:30][CH2:31][C:32]2[CH:37]=[CH:36][CH:35]=[CH:34][C:33]=2[N+:38]([O-:40])=[O:39])[CH2:26][CH:25]=1.[BH4-].[Na+]. (4) The reactants are: [NH:1]=[C:2]1[N:6]([C:7]([O:9][CH3:10])=[O:8])[C:5]2[CH:11]=[CH:12][C:13]([O:15]C(OC)=O)=[CH:14][C:4]=2[S:3]1.[OH-].[K+]. Given the product [OH:15][C:13]1[CH:12]=[CH:11][C:5]2[N:6]([C:7]([O:9][CH3:10])=[O:8])[C:2](=[NH:1])[S:3][C:4]=2[CH:14]=1, predict the reactants needed to synthesize it. (5) The reactants are: Cl.C(OCC)C.[Cl:7][C:8]1[CH:34]=[CH:33][C:11]([CH2:12][CH2:13][N:14]([CH2:16][CH2:17][N:18]2[C:24]3[CH:25]=[CH:26][CH:27]=[CH:28][C:23]=3[CH2:22][O:21][C:20]3[CH:29]=[CH:30][CH:31]=[CH:32][C:19]2=3)[CH3:15])=[CH:10][CH:9]=1. Given the product [ClH:7].[Cl:7][C:8]1[CH:9]=[CH:10][C:11]([CH2:12][CH2:13][N:14]([CH2:16][CH2:17][N:18]2[C:24]3[CH:25]=[CH:26][CH:27]=[CH:28][C:23]=3[CH2:22][O:21][C:20]3[CH:29]=[CH:30][CH:31]=[CH:32][C:19]2=3)[CH3:15])=[CH:33][CH:34]=1, predict the reactants needed to synthesize it. (6) Given the product [CH2:1]([O:3][C:4]([C:6]1[CH:10]=[N:9][N:8]([CH2:17][CH3:18])[C:7]=1[C:11]([F:13])([F:14])[F:12])=[O:5])[CH3:2], predict the reactants needed to synthesize it. The reactants are: [CH2:1]([O:3][C:4]([C:6]1[C:7]([C:11]([F:14])([F:13])[F:12])=[N:8][NH:9][CH:10]=1)=[O:5])[CH3:2].[OH-].[K+].[CH2:17](I)[CH3:18].C(OC(C1C(C(F)(F)F)=NN(CC)C=1)=O)C. (7) Given the product [F:9][C:6]1[CH:7]=[CH:8][C:3]([C:1]#[C:2][C:18]([C:20]2[N:24]3[CH:25]=[CH:26][CH:27]=[CH:28][C:23]3=[C:22]([CH2:29][N:30]3[CH2:31][CH2:32][O:33][CH2:34][CH2:35]3)[N:21]=2)=[O:19])=[CH:4][CH:5]=1, predict the reactants needed to synthesize it. The reactants are: [C:1]([C:3]1[CH:8]=[CH:7][C:6]([F:9])=[CH:5][CH:4]=1)#[CH:2].[Li]CCCC.CON(C)[C:18]([C:20]1[N:24]2[CH:25]=[CH:26][CH:27]=[CH:28][C:23]2=[C:22]([CH2:29][N:30]2[CH2:35][CH2:34][O:33][CH2:32][CH2:31]2)[N:21]=1)=[O:19]. (8) Given the product [Cl-:25].[CH3:36][C:32]1[N:31]=[C:30]([NH:29][C:27]([CH2:26][N+:1]23[CH2:8][CH2:7][CH:4]([CH2:5][CH2:6]2)[C@@H:3]([O:9][C:10]([C:12]2([C:19]4[CH:20]=[CH:21][CH:22]=[CH:23][CH:24]=4)[CH2:18][CH2:17][CH2:16][CH2:15][CH2:14][CH2:13]2)=[O:11])[CH2:2]3)=[O:28])[CH:35]=[CH:34][N:33]=1, predict the reactants needed to synthesize it. The reactants are: [N:1]12[CH2:8][CH2:7][CH:4]([CH2:5][CH2:6]1)[C@@H:3]([O:9][C:10]([C:12]1([C:19]3[CH:24]=[CH:23][CH:22]=[CH:21][CH:20]=3)[CH2:18][CH2:17][CH2:16][CH2:15][CH2:14][CH2:13]1)=[O:11])[CH2:2]2.[Cl:25][CH2:26][C:27]([NH:29][C:30]1[CH:35]=[CH:34][N:33]=[C:32]([CH3:36])[N:31]=1)=[O:28]. (9) Given the product [C:4]([O:3][C:1]([NH:2][C:16]1[CH:17]=[C:18]([C:21]([O:23][CH3:24])=[O:22])[O:19][CH:20]=1)=[O:8])([CH3:7])([CH3:6])[CH3:5], predict the reactants needed to synthesize it. The reactants are: [C:1](=[O:8])([O:3][C:4]([CH3:7])([CH3:6])[CH3:5])[NH2:2].C(=O)([O-])[O-].[K+].[K+].Br[C:16]1[CH:17]=[C:18]([C:21]([O:23][CH3:24])=[O:22])[O:19][CH:20]=1.CNCCNC.